This data is from Retrosynthesis with 50K atom-mapped reactions and 10 reaction types from USPTO. The task is: Predict the reactants needed to synthesize the given product. (1) Given the product CN1CCN([C@H]2CC[C@H](n3cc(-c4ccc(Oc5ccccc5)c(F)c4)c4c(Cl)ncnc43)CC2)CC1, predict the reactants needed to synthesize it. The reactants are: CC1(C)OB(c2ccc(Oc3ccccc3)c(F)c2)OC1(C)C.CN1CCN([C@H]2CC[C@H](n3cc(-c4ccc(Oc5ccccc5)c(C#N)c4)c4c(Cl)ncnc43)CC2)CC1. (2) Given the product CCOC(=O)c1ccc(Oc2c(F)c(Oc3cccc(NC(=N)N)c3)nc(Oc3cc(C#N)ccc3OCc3ccccc3)c2F)c(OC)c1, predict the reactants needed to synthesize it. The reactants are: CCOC(=O)c1ccc(Oc2c(F)c(Oc3cccc(N)c3)nc(Oc3cc(C#N)ccc3OCc3ccccc3)c2F)c(OC)c1.N#CN. (3) Given the product CN(c1ccnc(NCCc2ccccc2Cl)n1)c1ccnc(-c2ccccc2)n1, predict the reactants needed to synthesize it. The reactants are: CN(c1ccnc(F)n1)c1ccnc(-c2ccccc2)n1.NCCc1ccccc1Cl. (4) Given the product CC(=O)N[C@@H]1C[C@H](CO)N(C2=NC(=O)C(=Cc3ccc4c(cnn4Cc4ccc(C(F)(F)F)cc4C(F)(F)F)c3)S2)C1, predict the reactants needed to synthesize it. The reactants are: CC(=O)OC(C)=O.N[C@@H]1C[C@H](CO)N(C2=NC(=O)C(=Cc3ccc4c(cnn4Cc4ccc(C(F)(F)F)cc4C(F)(F)F)c3)S2)C1.